The task is: Predict which catalyst facilitates the given reaction.. This data is from Catalyst prediction with 721,799 reactions and 888 catalyst types from USPTO. Reactant: C([O:3][C:4](=[O:28])[CH:5]([O:24][CH2:25][CH2:26][CH3:27])[CH2:6][C:7]1[CH:8]=[C:9]2[C:13](=[CH:14][CH:15]=1)[N:12]([CH2:16][O:17][CH2:18][CH2:19][Si:20]([CH3:23])([CH3:22])[CH3:21])[CH:11]=[CH:10]2)C.[OH-].[Li+]. Product: [CH2:25]([O:24][CH:5]([CH2:6][C:7]1[CH:8]=[C:9]2[C:13](=[CH:14][CH:15]=1)[N:12]([CH2:16][O:17][CH2:18][CH2:19][Si:20]([CH3:23])([CH3:21])[CH3:22])[CH:11]=[CH:10]2)[C:4]([OH:28])=[O:3])[CH2:26][CH3:27]. The catalyst class is: 12.